Dataset: Peptide-MHC class II binding affinity with 134,281 pairs from IEDB. Task: Regression. Given a peptide amino acid sequence and an MHC pseudo amino acid sequence, predict their binding affinity value. This is MHC class II binding data. (1) The binding affinity (normalized) is 0.467. The MHC is DRB1_0101 with pseudo-sequence DRB1_0101. The peptide sequence is YYSLLMPILTLTRAL. (2) The peptide sequence is VVHITDDNEE. The MHC is DRB1_1101 with pseudo-sequence DRB1_1101. The binding affinity (normalized) is 0. (3) The peptide sequence is TLTYRMLEPTRVVNW. The MHC is DRB1_0901 with pseudo-sequence DRB1_0901. The binding affinity (normalized) is 0.692. (4) The peptide sequence is EEFVVEFDLPGIA. The MHC is DRB1_0401 with pseudo-sequence DRB1_0401. The binding affinity (normalized) is 0.744.